This data is from Forward reaction prediction with 1.9M reactions from USPTO patents (1976-2016). The task is: Predict the product of the given reaction. Given the reactants O/C=[C:3]1/[C:4](=[O:11])[CH2:5][CH2:6][C:7]([CH3:10])([CH3:9])[CH2:8]/1.F[B-](F)(F)F.[CH2:17]([O:19][CH+:20][O:21][CH2:22][CH3:23])[CH3:18], predict the reaction product. The product is: [CH2:17]([O:19][CH:20]([O:21][CH2:22][CH3:23])[CH:3]1[CH2:8][C:7]([CH3:10])([CH3:9])[CH2:6][CH2:5][C:4]1=[O:11])[CH3:18].